Dataset: Forward reaction prediction with 1.9M reactions from USPTO patents (1976-2016). Task: Predict the product of the given reaction. (1) Given the reactants [Br:1][C:2]1[CH:7]=[CH:6][C:5]([C:8]2[N:9](O)[CH:10]([C:14]3[C:19]([F:20])=[CH:18][CH:17]=[CH:16][C:15]=3[F:21])[N:11]=[CH:12][CH:13]=2)=[CH:4][CH:3]=1.O=P(Cl)(Cl)[Cl:25].[OH-].[Na+], predict the reaction product. The product is: [Br:1][C:2]1[CH:7]=[CH:6][C:5]([C:8]2[N:9]([Cl:25])[CH:10]([C:14]3[C:19]([F:20])=[CH:18][CH:17]=[CH:16][C:15]=3[F:21])[N:11]=[CH:12][CH:13]=2)=[CH:4][CH:3]=1. (2) Given the reactants [CH3:1][Si]([N-][Si](C)(C)C)(C)C.[K+].[C:11]([O:15][C:16](=[O:38])[NH:17][C@@H:18]1[CH2:23][CH2:22][C@H:21]([NH:24][C:25]([O:27][CH2:28][C:29]2[CH:34]=[CH:33][CH:32]=[CH:31][CH:30]=2)=[O:26])[C@H:20]([C:35](=O)[CH3:36])[CH2:19]1)([CH3:14])([CH3:13])[CH3:12], predict the reaction product. The product is: [CH2:28]([O:27][C:25]([NH:24][C@H:21]1[CH2:22][CH2:23][C@@H:18]([NH:17][C:16](=[O:38])[O:15][C:11]([CH3:13])([CH3:12])[CH3:14])[CH2:19][C@H:20]1[C:35]([CH3:36])=[CH2:1])=[O:26])[C:29]1[CH:30]=[CH:31][CH:32]=[CH:33][CH:34]=1. (3) Given the reactants [CH3:1][C@H:2]([O:6][C:7]1[CH:8]=[CH:9][C:10]2[CH2:11][N:12](C(OC(C)(C)C)=O)[CH2:13][CH2:14][O:15][C:16]=2[N:17]=1)[CH:3]([CH3:5])[CH3:4].[ClH:25].C(OCC)(=O)C, predict the reaction product. The product is: [ClH:25].[CH3:1][C@H:2]([O:6][C:7]1[CH:8]=[CH:9][C:10]2[CH2:11][NH:12][CH2:13][CH2:14][O:15][C:16]=2[N:17]=1)[CH:3]([CH3:4])[CH3:5]. (4) Given the reactants C(OC(=O)[NH:7][CH2:8][C:9]1[CH:14]=[CH:13][C:12]([O:15][CH2:16][CH2:17][F:18])=[CH:11][C:10]=1[O:19][CH3:20])(C)(C)C.[ClH:22], predict the reaction product. The product is: [ClH:22].[F:18][CH2:17][CH2:16][O:15][C:12]1[CH:13]=[CH:14][C:9]([CH2:8][NH2:7])=[C:10]([O:19][CH3:20])[CH:11]=1. (5) Given the reactants Cl.[N:2]12[CH2:9][CH2:8][CH:5]([CH2:6][CH2:7]1)[CH:4]([CH2:10][C:11]([OH:13])=O)[CH2:3]2.FC1C(O)=C(F)C(F)=C(F)C=1F.C(Cl)C[Cl:28].[Br:30][C:31]1[CH:32]=[C:33]([CH:35]=[CH:36][CH:37]=1)[NH2:34].C(=O)(O)[O-].[Na+], predict the reaction product. The product is: [ClH:28].[N:2]12[CH2:7][CH2:6][CH:5]([CH2:8][CH2:9]1)[CH:4]([CH2:10][C:11]([NH:34][C:33]1[CH:35]=[CH:36][CH:37]=[C:31]([Br:30])[CH:32]=1)=[O:13])[CH2:3]2.